Dataset: Catalyst prediction with 721,799 reactions and 888 catalyst types from USPTO. Task: Predict which catalyst facilitates the given reaction. (1) Reactant: [NH:1]1[CH2:5][CH2:4][NH:3][C:2]1=[C:6]([C:9]#[N:10])[C:7]#[N:8].C(=O)([O-])[O-].[K+].[K+].[Cl:17][CH2:18][CH2:19][CH2:20][CH2:21]I. Product: [Cl:17][CH2:18][CH2:19][CH2:20][CH2:21][N:1]1[CH2:5][CH2:4][N:3]([CH2:21][CH2:20][CH2:19][CH2:18][Cl:17])[C:2]1=[C:6]([C:9]#[N:10])[C:7]#[N:8]. The catalyst class is: 163. (2) Product: [Cl:1][C:2]1[N:7]=[C:6]([NH:21][CH2:20][C:18]2[CH:17]=[N:16][N:15]([CH3:14])[CH:19]=2)[C:5]([C:9]([O:11][CH2:12][CH3:13])=[O:10])=[CH:4][N:3]=1. Reactant: [Cl:1][C:2]1[N:7]=[C:6](Cl)[C:5]([C:9]([O:11][CH2:12][CH3:13])=[O:10])=[CH:4][N:3]=1.[CH3:14][N:15]1[CH:19]=[C:18]([CH2:20][NH2:21])[CH:17]=[N:16]1.CCN(C(C)C)C(C)C. The catalyst class is: 23. (3) Reactant: [Na].CO.[F:4][C:5]([F:12])([F:11])[C:6]([O:8]CC)=O.[C:13]([C:16]1[CH:17]=[N:18][CH:19]=[CH:20][CH:21]=1)(=[O:15])[CH3:14]. Product: [F:12][C:5]([F:4])([F:11])[C:6](=[O:8])[CH2:14][C:13]([C:16]1[CH:17]=[N:18][CH:19]=[CH:20][CH:21]=1)=[O:15]. The catalyst class is: 6. (4) Reactant: C([O:5][C:6](=[O:26])[CH2:7][S:8](=[O:25])(=[O:24])[NH:9][C:10]1[S:11][CH:12]=[C:13]([C:15]2[CH:20]=[CH:19][C:18]([CH:21]([CH3:23])[CH3:22])=[CH:17][CH:16]=2)[N:14]=1)(C)(C)C.Cl. Product: [CH:21]([C:18]1[CH:19]=[CH:20][C:15]([C:13]2[N:14]=[C:10]([NH:9][S:8]([CH2:7][C:6]([OH:26])=[O:5])(=[O:25])=[O:24])[S:11][CH:12]=2)=[CH:16][CH:17]=1)([CH3:23])[CH3:22]. The catalyst class is: 12. (5) The catalyst class is: 5. Product: [CH:11]([NH:1][CH2:2][C@H:3]([C@@H:5]([C@@H:7]([CH2:9][OH:10])[OH:8])[OH:6])[OH:4])=[O:12]. Reactant: [NH2:1][CH2:2][C@H:3]([C@@H:5]([C@@H:7]([CH2:9][OH:10])[OH:8])[OH:6])[OH:4].[CH:11](OC)=[O:12]. (6) Reactant: [CH3:1][O:2][C:3]([C:5]1[N:6]([NH2:11])[CH:7]=[C:8]([Cl:10])[CH:9]=1)=[O:4].[F:12][C:13]1[CH:20]=[CH:19][C:16]([CH:17]=O)=[CH:15][CH:14]=1. Product: [CH3:1][O:2][C:3]([C:5]1[N:6]([N:11]=[CH:17][C:16]2[CH:19]=[CH:20][C:13]([F:12])=[CH:14][CH:15]=2)[CH:7]=[C:8]([Cl:10])[CH:9]=1)=[O:4]. The catalyst class is: 5.